From a dataset of Full USPTO retrosynthesis dataset with 1.9M reactions from patents (1976-2016). Predict the reactants needed to synthesize the given product. (1) Given the product [CH3:25][N:22]1[CH2:21][CH2:20][N:19]([C:17]([C:14]2[CH:13]=[CH:12][C:11]([C:8]3[N:9]=[CH:10][C:5]4[N:6]([C:2]([C:37]5[CH:38]=[CH:39][C:34]([C:32]#[N:33])=[CH:35][CH:36]=5)=[CH:3][N:4]=4)[CH:7]=3)=[CH:16][CH:15]=2)=[O:18])[CH2:24][CH2:23]1, predict the reactants needed to synthesize it. The reactants are: Br[C:2]1[N:6]2[CH:7]=[C:8]([C:11]3[CH:16]=[CH:15][C:14]([C:17]([N:19]4[CH2:24][CH2:23][N:22]([CH3:25])[CH2:21][CH2:20]4)=[O:18])=[CH:13][CH:12]=3)[N:9]=[CH:10][C:5]2=[N:4][CH:3]=1.C([O-])([O-])=O.[K+].[K+].[C:32]([C:34]1[CH:39]=[CH:38][C:37](B(O)O)=[CH:36][CH:35]=1)#[N:33]. (2) Given the product [F:27][C:24]1[CH:23]=[CH:22][C:21]([CH2:20][O:19][C:5]2[CH:4]=[C:3]([C:28]([N:30]3[CH2:31][CH2:32][O:33][CH2:34][CH2:35]3)=[O:29])[C:2]([C:40]3[CH:39]=[N:38][N:37]([CH3:36])[CH:41]=3)=[CH:18][C:6]=2[C:7]([OH:9])=[O:8])=[CH:26][CH:25]=1, predict the reactants needed to synthesize it. The reactants are: Br[C:2]1[C:3]([C:28]([N:30]2[CH2:35][CH2:34][O:33][CH2:32][CH2:31]2)=[O:29])=[CH:4][C:5]([O:19][CH2:20][C:21]2[CH:26]=[CH:25][C:24]([F:27])=[CH:23][CH:22]=2)=[C:6]([CH:18]=1)[C:7]([O:9]CC1C=CC(F)=CC=1)=[O:8].[CH3:36][N:37]1[CH:41]=[C:40](B2OC(C)(C)C(C)(C)O2)[CH:39]=[N:38]1.P([O-])([O-])([O-])=O.[K+].[K+].[K+].[OH-].[Li+].Cl. (3) Given the product [CH3:1][NH:2][S:3]([C:6]1[CH:11]=[CH:10][C:9]([O:19][C:13]2[CH:18]=[CH:17][CH:16]=[CH:15][CH:14]=2)=[CH:8][CH:7]=1)(=[O:5])=[O:4], predict the reactants needed to synthesize it. The reactants are: [CH3:1][NH:2][S:3]([C:6]1[CH:11]=[CH:10][C:9](Br)=[CH:8][CH:7]=1)(=[O:5])=[O:4].[C:13]1([OH:19])[CH:18]=[CH:17][CH:16]=[CH:15][CH:14]=1. (4) Given the product [CH2:1]([O:3][C:4]1[CH:5]=[C:6]([CH2:10][C:11]([OH:13])=[O:12])[CH:7]=[CH:8][CH:9]=1)[CH3:2], predict the reactants needed to synthesize it. The reactants are: [CH2:1]([O:3][C:4]1[CH:5]=[C:6]([CH2:10][C:11]([O:13]C)=[O:12])[CH:7]=[CH:8][CH:9]=1)[CH3:2].[OH-].[Na+].Cl.